From a dataset of Full USPTO retrosynthesis dataset with 1.9M reactions from patents (1976-2016). Predict the reactants needed to synthesize the given product. (1) Given the product [C:29]1([CH3:39])[CH:30]=[CH:31][C:32]([S:35]([OH:38])(=[O:36])=[O:37])=[CH:33][CH:34]=1.[F:27][C:2]1([F:1])[C@H:6]([OH:7])[C@@H:5]([CH2:8][OH:9])[O:4][C@H:3]1[N:10]1[CH:15]=[CH:14][C:13]([NH:16][C:17](=[O:25])[CH:18]([CH2:19][CH2:20][CH3:21])[CH2:22][CH2:23][CH3:24])=[N:12][C:11]1=[O:26], predict the reactants needed to synthesize it. The reactants are: [F:1][C:2]1([F:27])[C@H:6]([OH:7])[C@@H:5]([CH2:8][OH:9])[O:4][C@H:3]1[N:10]1[CH:15]=[CH:14][C:13]([NH:16][C:17](=[O:25])[CH:18]([CH2:22][CH2:23][CH3:24])[CH2:19][CH2:20][CH3:21])=[N:12][C:11]1=[O:26].O.[C:29]1([CH3:39])[CH:34]=[CH:33][C:32]([S:35]([OH:38])(=[O:37])=[O:36])=[CH:31][CH:30]=1. (2) The reactants are: C[O:2][N:3]=[C:4]1[CH2:7][CH2:6][CH:5]1[N:8]1[CH2:13][CH2:12][CH:11]([CH2:14][C:15]2[CH:20]=[CH:19][C:18]([Cl:21])=[CH:17][CH:16]=2)[CH2:10][CH2:9]1.Cl. Given the product [NH4+:3].[OH-:2].[Cl:21][C:18]1[CH:17]=[CH:16][C:15]([CH2:14][CH:11]2[CH2:12][CH2:13][N:8]([C@H:5]3[CH2:6][CH2:7][C@H:4]3[NH2:3])[CH2:9][CH2:10]2)=[CH:20][CH:19]=1, predict the reactants needed to synthesize it. (3) The reactants are: [Cl:1][C:2]1[CH:7]=[CH:6][CH:5]=[CH:4][C:3]=1[S:8]([NH:11][CH2:12][CH:13]([CH3:15])[CH3:14])(=[O:10])=[O:9].[Br:16][C:17]1[CH:22]=[C:21]([CH2:23]O)[CH:20]=[CH:19][N:18]=1.C1(P(C2C=CC=CC=2)C2C=CC=CC=2)C=CC=CC=1.N(C(OCC)=O)=NC(OCC)=O. Given the product [Br:16][C:17]1[CH:22]=[C:21]([CH2:23][N:11]([CH2:12][CH:13]([CH3:15])[CH3:14])[S:8]([C:3]2[CH:4]=[CH:5][CH:6]=[CH:7][C:2]=2[Cl:1])(=[O:9])=[O:10])[CH:20]=[CH:19][N:18]=1, predict the reactants needed to synthesize it. (4) Given the product [Br:1][C:2]1[CH:3]=[C:4]([C:21]#[C:20][Si:22]([CH3:25])([CH3:24])[CH3:23])[C:5]([NH2:11])=[N:6][C:7]=1[CH:8]1[CH2:10][CH2:9]1, predict the reactants needed to synthesize it. The reactants are: [Br:1][C:2]1[CH:3]=[C:4](I)[C:5]([NH2:11])=[N:6][C:7]=1[CH:8]1[CH2:10][CH2:9]1.C(N(CC)CC)C.[C:20]([Si:22]([CH3:25])([CH3:24])[CH3:23])#[CH:21]. (5) Given the product [CH3:7][C:5]1[S:4][C:3]([C:8]2[CH:9]=[CH:10][N:30]=[C:28]([NH:27][C:24]3[CH:23]=[CH:22][C:21]([N:15]4[CH2:20][CH2:19][S:18][CH2:17][CH2:16]4)=[CH:26][CH:25]=3)[N:29]=2)=[C:2]([CH3:1])[N:6]=1, predict the reactants needed to synthesize it. The reactants are: [CH3:1][C:2]1[N:6]=[C:5]([CH3:7])[S:4][C:3]=1/[CH:8]=[CH:9]/[C:10](N(C)C)=O.[N:15]1([C:21]2[CH:26]=[CH:25][C:24]([NH:27][C:28]([NH2:30])=[NH:29])=[CH:23][CH:22]=2)[CH2:20][CH2:19][S:18][CH2:17][CH2:16]1. (6) Given the product [C:1](=[O:10])([O:5][CH2:6][CH2:7][O:8][CH3:9])[O:2][CH2:3][O:39][C:26]1[C:25](=[O:40])[C:24]([C:22]([NH:21][CH2:20][C:14]2[CH:15]=[CH:16][C:17]([F:19])=[CH:18][C:13]=2[F:12])=[O:23])=[CH:38][N:28]2[C:27]=1[C:32](=[O:33])[N:31]1[C@@H:34]([CH3:37])[CH2:35][O:36][C@@H:30]1[CH2:29]2, predict the reactants needed to synthesize it. The reactants are: [C:1](=[O:10])([O:5][CH2:6][CH2:7][O:8][CH3:9])[O:2][CH2:3]I.[Na].[F:12][C:13]1[CH:18]=[C:17]([F:19])[CH:16]=[CH:15][C:14]=1[CH2:20][NH:21][C:22]([C:24]1[C:25](=[O:40])[C:26]([OH:39])=[C:27]2[C:32](=[O:33])[N:31]3[C@@H:34]([CH3:37])[CH2:35][O:36][C@@H:30]3[CH2:29][N:28]2[CH:38]=1)=[O:23].C(=O)([O-])[O-].[K+].[K+]. (7) Given the product [Cl:21][CH2:20][CH2:19][CH2:18][N:12]1[C:11]2[C:6](=[CH:7][CH:8]=[CH:9][CH:10]=2)[N:5]2[CH:1]=[CH:2][CH:3]=[C:4]2[C:13]1=[O:14].[Br:17][CH2:18][CH2:19][CH2:20][N:12]1[C:11]2[C:6](=[CH:7][CH:8]=[CH:9][CH:10]=2)[N:5]2[CH:1]=[CH:2][CH:3]=[C:4]2[C:13]1=[O:14], predict the reactants needed to synthesize it. The reactants are: [CH:1]1[N:5]2[C:6]3[C:11]([NH:12][C:13](=[O:14])[C:4]2=[CH:3][CH:2]=1)=[CH:10][CH:9]=[CH:8][CH:7]=3.[H-].[Na+].[Br:17][CH2:18][CH2:19][CH2:20][Cl:21]. (8) Given the product [C:1]([N:4]1[C:13]2[C:8](=[CH:9][C:10]([C:32]3[S:33][C:34]([CH:37]=[O:38])=[CH:35][N:36]=3)=[CH:11][CH:12]=2)[C@H:7]([NH:23][C:24](=[O:29])[O:25][CH:26]([CH3:27])[CH3:28])[CH2:6][C@@H:5]1[CH3:30])(=[O:3])[CH3:2], predict the reactants needed to synthesize it. The reactants are: [C:1]([N:4]1[C:13]2[C:8](=[CH:9][C:10](B3OC(C)(C)C(C)(C)O3)=[CH:11][CH:12]=2)[C@H:7]([NH:23][C:24](=[O:29])[O:25][CH:26]([CH3:28])[CH3:27])[CH2:6][C@@H:5]1[CH3:30])(=[O:3])[CH3:2].Br[C:32]1[S:33][C:34]([CH:37]=[O:38])=[CH:35][N:36]=1.C(=O)(O)[O-].[Na+]. (9) Given the product [CH2:12]([N:15]([CH2:16][CH3:17])[C:4](=[O:6])[C:3]1[CH:7]=[CH:8][CH:9]=[C:10]([CH3:11])[C:2]=1[CH3:1])[CH3:13], predict the reactants needed to synthesize it. The reactants are: [CH3:1][C:2]1[C:10]([CH3:11])=[CH:9][CH:8]=[CH:7][C:3]=1[C:4]([OH:6])=O.[CH:12]([N:15](CC)[CH:16](C)[CH3:17])(C)[CH3:13].CN(C(ON1N=NC2C=CC=CC1=2)=[N+](C)C)C.[B-](F)(F)(F)F.C(NCC)C.